From a dataset of Catalyst prediction with 721,799 reactions and 888 catalyst types from USPTO. Predict which catalyst facilitates the given reaction. (1) Reactant: [CH2:1]([O:3][CH:4]([O:15][CH2:16][CH3:17])[C:5]1[O:13][C:12]2[C:11](I)=[CH:10][N:9]=[CH:8][C:7]=2[CH:6]=1)[CH3:2].[CH2:18]([O:25][C:26]1[CH:27]=[C:28](B(O)O)[CH:29]=[CH:30][CH:31]=1)[C:19]1[CH:24]=[CH:23][CH:22]=[CH:21][CH:20]=1.C(=O)([O-])[O-].[Na+].[Na+]. Product: [CH2:18]([O:25][C:26]1[CH:31]=[C:30]([C:11]2[C:12]3[O:13][C:5]([CH:4]([O:15][CH2:16][CH3:17])[O:3][CH2:1][CH3:2])=[CH:6][C:7]=3[CH:8]=[N:9][CH:10]=2)[CH:29]=[CH:28][CH:27]=1)[C:19]1[CH:24]=[CH:23][CH:22]=[CH:21][CH:20]=1. The catalyst class is: 460. (2) Reactant: [Br:1][C:2]1[CH:3]=[C:4]2[C:10]([OH:11])=[N:9][N:8]([CH2:12][C:13]3[CH:18]=[CH:17][C:16]([O:19][CH3:20])=[CH:15][CH:14]=3)[C:5]2=[N:6][CH:7]=1.[C:21]1(P(C2C=CC=CC=2)C2C=CC=CC=2)C=CC=C[CH:22]=1.C(O)C.N(C(OC(C)C)=O)=NC(OC(C)C)=O. Product: [Br:1][C:2]1[CH:3]=[C:4]2[C:10]([O:11][CH2:21][CH3:22])=[N:9][N:8]([CH2:12][C:13]3[CH:18]=[CH:17][C:16]([O:19][CH3:20])=[CH:15][CH:14]=3)[C:5]2=[N:6][CH:7]=1. The catalyst class is: 1. (3) Product: [Cl:1][C:2]1[CH:11]=[C:10]2[C:5]([CH:6]=[CH:7][C:8]([CH3:12])=[N:9]2)=[C:4]([N:13]2[CH2:14][CH2:15][N:16]([CH2:19][CH:20]([C:22]3[CH:23]=[CH:24][C:25]4[O:30][CH2:29][C:28](=[O:31])[NH:27][C:26]=4[CH:32]=3)[OH:21])[CH2:17][CH2:18]2)[CH:3]=1. The catalyst class is: 100. Reactant: [Cl:1][C:2]1[CH:11]=[C:10]2[C:5]([CH:6]=[CH:7][C:8]([CH3:12])=[N:9]2)=[C:4]([N:13]2[CH2:18][CH2:17][N:16]([CH2:19][C:20]([C:22]3[CH:23]=[CH:24][C:25]4[O:30][CH2:29][C:28](=[O:31])[NH:27][C:26]=4[CH:32]=3)=[O:21])[CH2:15][CH2:14]2)[CH:3]=1.[BH4-].[Na+].